Dataset: Forward reaction prediction with 1.9M reactions from USPTO patents (1976-2016). Task: Predict the product of the given reaction. (1) Given the reactants [Br:1][C:2]1[CH:3]=[C:4]2[C:9](=[CH:10][C:11]=1[N+:12]([O-])=O)[N:8]=[CH:7][NH:6][C:5]2=O.P(Cl)(Cl)(Cl)=O.C(N(C(C)C)CC)(C)C.[Cl:30][C:31]1[CH:32]=[C:33]([CH:35]=[CH:36][C:37]=1[F:38])[NH2:34].Cl.[OH-].[Na+], predict the reaction product. The product is: [Br:1][C:2]1[CH:3]=[C:4]2[C:9](=[CH:10][C:11]=1[NH2:12])[N:8]=[CH:7][N:6]=[C:5]2[NH:34][C:33]1[CH:35]=[CH:36][C:37]([F:38])=[C:31]([Cl:30])[CH:32]=1. (2) Given the reactants [F:1][C:2]1[CH:7]=[CH:6][C:5]([CH3:8])=[CH:4][C:3]=1[C:9]1[CH:10]=[N:11][C:12]([N:15]2[C:23]3[C:18](=[CH:19][CH:20]=[C:21]([C:24]([O:26]C)=[O:25])[CH:22]=3)[C:17]([CH:28]([OH:30])[CH3:29])=[N:16]2)=[N:13][CH:14]=1.O.[OH-].[Li+], predict the reaction product. The product is: [F:1][C:2]1[CH:7]=[CH:6][C:5]([CH3:8])=[CH:4][C:3]=1[C:9]1[CH:14]=[N:13][C:12]([N:15]2[C:23]3[C:18](=[CH:19][CH:20]=[C:21]([C:24]([OH:26])=[O:25])[CH:22]=3)[C:17]([CH:28]([OH:30])[CH3:29])=[N:16]2)=[N:11][CH:10]=1.